The task is: Predict the reaction yield, written as a fraction of the theoretical maximum amount of product (1.0 means a 100% yield; for example, 0.34 means a 34% yield).. This data is from Reaction yield outcomes from USPTO patents with 853,638 reactions. (1) The reactants are Cl.[CH2:2]([NH:4][CH2:5][C:6]([F:9])([F:8])[F:7])[CH3:3].C(N(CC)CC)C.[Cl:17][CH2:18][C:19](Cl)=[O:20]. The catalyst is C(Cl)Cl. The product is [Cl:17][CH2:18][C:19]([N:4]([CH2:2][CH3:3])[CH2:5][C:6]([F:9])([F:8])[F:7])=[O:20]. The yield is 0.880. (2) The reactants are [N+:1]([C:4]1[CH:12]=[C:11]2[C:7]([CH:8]=[N:9][NH:10]2)=[CH:6][CH:5]=1)([O-:3])=[O:2].CS(O[CH:18]1[CH2:23][CH2:22][N:21]([C:24]([O:26][C:27]([CH3:30])([CH3:29])[CH3:28])=[O:25])[CH2:20][CH2:19]1)(=O)=O.C(=O)([O-])[O-].[Cs+].[Cs+].O. The catalyst is CN(C)C=O. The product is [N+:1]([C:4]1[CH:12]=[C:11]2[C:7]([CH:8]=[N:9][N:10]2[CH:18]2[CH2:23][CH2:22][N:21]([C:24]([O:26][C:27]([CH3:30])([CH3:29])[CH3:28])=[O:25])[CH2:20][CH2:19]2)=[CH:6][CH:5]=1)([O-:3])=[O:2]. The yield is 0.370. (3) The reactants are C([O:8][C:9]1[CH:14]=[C:13]([N:15]2[CH2:20][CH2:19][N:18](CC3C=CC=CC=3)[CH2:17][CH2:16]2)[C:12]([O:28][CH3:29])=[CH:11][C:10]=1[C:30]([OH:33])([CH3:32])[CH3:31])C1C=CC=CC=1. The catalyst is CCO. The product is [OH:33][C:30]([C:10]1[CH:11]=[C:12]([O:28][CH3:29])[C:13]([N:15]2[CH2:16][CH2:17][NH:18][CH2:19][CH2:20]2)=[CH:14][C:9]=1[OH:8])([CH3:31])[CH3:32]. The yield is 0.920. (4) The reactants are [CH2:1]([C:4]([CH2:11][C:12]#[CH:13])(C(O)=O)[C:5]([OH:7])=[O:6])[C:2]#[CH:3].C(=O)=O. No catalyst specified. The product is [CH2:1]([CH:4]([CH2:11][C:12]#[CH:13])[C:5]([OH:7])=[O:6])[C:2]#[CH:3]. The yield is 0.799. (5) The product is [Cl:1][C:2]1[CH:3]=[CH:4][C:5]([C:8]2[N:9]([C:10]3[CH:15]=[CH:14][C:13]([S:16]([CH3:19])(=[O:17])=[O:18])=[CH:12][CH:11]=3)[CH:32]=[C:31]([C:30]3[CH:35]=[CH:36][C:27]([Cl:26])=[CH:28][CH:29]=3)[N:20]=2)=[CH:6][CH:7]=1. The catalyst is C(O)(C)C. The yield is 0.550. The reactants are [Cl:1][C:2]1[CH:7]=[CH:6][C:5]([C:8](=[NH:20])[NH:9][C:10]2[CH:15]=[CH:14][C:13]([S:16]([CH3:19])(=[O:18])=[O:17])=[CH:12][CH:11]=2)=[CH:4][CH:3]=1.C(=O)(O)[O-].[Na+].[Cl:26][C:27]1[CH:36]=[CH:35][C:30]([C:31](=O)[CH2:32]Br)=[CH:29][CH:28]=1.